This data is from Experimentally validated miRNA-target interactions with 360,000+ pairs, plus equal number of negative samples. The task is: Binary Classification. Given a miRNA mature sequence and a target amino acid sequence, predict their likelihood of interaction. The miRNA is hsa-miR-6769a-5p with sequence AGGUGGGUAUGGAGGAGCCCU. The protein sequence of the target gene is MAISSSSCLGLICSLLCHWVGTASSLNLEDPNVCSHWESYSVTVQESYPHPFDQIYYTSCTDILNWFKCTRHRISYRTAYRHGEKTMYRRKSQCCPGFYESRDMCVPHCADKCVHGRCIAPNTCQCEPGWGGTNCSSACDGDHWGPHCSSRCQCKNRALCNPITGACHCAAGYRGWRCEDRCEQGTYGNDCHQRCQCQNGATCDHITGECRCSPGYTGAFCEDLCPPGKHGPHCEQRCPCQNGGVCHHVTGECSCPSGWMGTVCGQPCPEGRFGKNCSQECQCHNGGTCDAATGQCHCSP.... Result: 0 (no interaction).